From a dataset of Full USPTO retrosynthesis dataset with 1.9M reactions from patents (1976-2016). Predict the reactants needed to synthesize the given product. Given the product [CH2:37]([N:15]([C:13]([O:12][C:8]([CH3:9])([CH3:10])[CH3:11])=[O:14])[CH2:16][C:17]([NH:19][CH2:20][C:21]([NH2:3])=[O:23])=[O:18])[CH2:36][CH2:35][CH2:34][CH2:33][CH2:32][CH2:31][CH2:30][CH2:29][CH2:28][CH2:27][CH2:26][CH2:25][CH3:24], predict the reactants needed to synthesize it. The reactants are: C([N:3](CC)CC)C.[C:8]([O:12][C:13]([NH:15][CH2:16][C:17]([NH:19][CH2:20][C:21]([OH:23])=O)=[O:18])=[O:14])([CH3:11])([CH3:10])[CH3:9].[CH2:24](N)[CH2:25][CH2:26][CH2:27][CH2:28][CH2:29][CH2:30][CH2:31][CH2:32][CH2:33][CH2:34][CH2:35][CH2:36][CH3:37].Cl.C(N=C=NCCCN(C)C)C.